From a dataset of Full USPTO retrosynthesis dataset with 1.9M reactions from patents (1976-2016). Predict the reactants needed to synthesize the given product. (1) Given the product [F:1][C:2]([F:26])([F:25])[CH2:3][NH:4][C:5]([C:7]1([CH2:20][CH2:21][CH2:22][CH2:23][N:30]2[CH2:31][CH2:32][N:27]([C:33]3[N:42]=[CH:41][C:40]4[C:35](=[CH:36][CH:37]=[CH:38][CH:39]=4)[N:34]=3)[CH2:28][CH2:29]2)[C:19]2[CH:18]=[CH:17][CH:16]=[CH:15][C:14]=2[C:13]2[C:8]1=[CH:9][CH:10]=[CH:11][CH:12]=2)=[O:6], predict the reactants needed to synthesize it. The reactants are: [F:1][C:2]([F:26])([F:25])[CH2:3][NH:4][C:5]([C:7]1([CH2:20][CH2:21][CH2:22][CH2:23]Br)[C:19]2[CH:18]=[CH:17][CH:16]=[CH:15][C:14]=2[C:13]2[C:8]1=[CH:9][CH:10]=[CH:11][CH:12]=2)=[O:6].[N:27]1([C:33]2[N:42]=[CH:41][C:40]3[C:35](=[CH:36][CH:37]=[CH:38][CH:39]=3)[N:34]=2)[CH2:32][CH2:31][NH:30][CH2:29][CH2:28]1. (2) The reactants are: C([N:8]1[CH2:13][CH2:12][C:11]([OH:18])([C:14]([O:16][CH3:17])=[O:15])[CH2:10][CH2:9]1)C1C=CC=CC=1. Given the product [OH:18][C:11]1([C:14]([O:16][CH3:17])=[O:15])[CH2:10][CH2:9][NH:8][CH2:13][CH2:12]1, predict the reactants needed to synthesize it. (3) Given the product [NH:27]([C:29]([C:31]1[CH:38]=[CH:37][C:34]([C:35]2[NH:10][C:9]3[CH:8]=[CH:7][C:6]([NH:13][C:14](=[O:26])[C:15]4[CH:20]=[CH:19][C:18]([N:21]5[CH2:25][CH2:24][CH2:23][CH2:22]5)=[CH:17][CH:16]=4)=[CH:5][C:4]=3[N:1]=2)=[CH:33][CH:32]=1)=[O:30])[NH2:28], predict the reactants needed to synthesize it. The reactants are: [N+:1]([C:4]1[CH:5]=[C:6]([NH:13][C:14](=[O:26])[C:15]2[CH:20]=[CH:19][C:18]([N:21]3[CH2:25][CH2:24][CH2:23][CH2:22]3)=[CH:17][CH:16]=2)[CH:7]=[CH:8][C:9]=1[N+:10]([O-])=O)([O-])=O.[NH:27]([C:29]([C:31]1[CH:38]=[CH:37][C:34]([CH:35]=O)=[CH:33][CH:32]=1)=[O:30])[NH2:28]. (4) Given the product [Cl:1][C:2]1[N:3]=[CH:4][C:5]([C:17]([OH:16])([CH3:18])[CH3:11])=[CH:9][CH:10]=1, predict the reactants needed to synthesize it. The reactants are: [Cl:1][C:2]1[CH:10]=[CH:9][C:5](C(Cl)=O)=[CH:4][N:3]=1.[CH3:11][Mg]I.C([O:16][CH2:17][CH3:18])C. (5) Given the product [Cl:1][C:2]1[CH:24]=[CH:23][CH:22]=[C:21]([F:25])[C:3]=1[CH2:4][N:5]1[C:13]2[C:8](=[CH:9][CH:10]=[C:11]([C:14]([F:19])([F:18])[C:15]([NH:28][NH:27][C:26]([O:30][C:31]([CH3:34])([CH3:33])[CH3:32])=[O:29])=[O:17])[CH:12]=2)[C:7]([CH3:20])=[N:6]1, predict the reactants needed to synthesize it. The reactants are: [Cl:1][C:2]1[CH:24]=[CH:23][CH:22]=[C:21]([F:25])[C:3]=1[CH2:4][N:5]1[C:13]2[C:8](=[CH:9][CH:10]=[C:11]([C:14]([F:19])([F:18])[C:15]([OH:17])=O)[CH:12]=2)[C:7]([CH3:20])=[N:6]1.[C:26]([O:30][C:31]([CH3:34])([CH3:33])[CH3:32])(=[O:29])[NH:27][NH2:28].O.ON1C2C=CC=CC=2N=N1.Cl.CN(C)CCCN=C=NCC. (6) Given the product [Br:2][C:3]1[CH:4]=[C:5]2[C:10](=[CH:11][C:12]=1[CH2:13][N:14]1[CH2:19][CH2:18][N:17]([CH:20]([CH2:21][OH:22])[CH2:25][OH:24])[CH2:16][CH2:15]1)[N:9]=[CH:8][N:7]([NH:28][C:29]1[CH:34]=[C:33]([Cl:35])[CH:32]=[CH:31][C:30]=1[S:36]([CH2:39][CH3:40])(=[O:37])=[O:38])[C:6]2=[O:41], predict the reactants needed to synthesize it. The reactants are: Cl.[Br:2][C:3]1[CH:4]=[C:5]2[C:10](=[CH:11][C:12]=1[CH2:13][N:14]1[CH2:19][CH2:18][N:17]([CH:20]3[CH2:25][O:24]C(C)(C)[O:22][CH2:21]3)[CH2:16][CH2:15]1)[N:9]=[CH:8][N:7]([NH:28][C:29]1[CH:34]=[C:33]([Cl:35])[CH:32]=[CH:31][C:30]=1[S:36]([CH2:39][CH3:40])(=[O:38])=[O:37])[C:6]2=[O:41]. (7) Given the product [CH2:1]([N:8]1[CH2:13][CH2:12][CH:11]([N:14]2[CH2:18][CH:17]([C:19]3[CH:24]=[CH:23][CH:22]=[CH:21][CH:20]=3)[N:16]([C:25]3[CH:32]=[CH:33][CH:28]=[CH:29][CH:30]=3)[C:15]2=[O:26])[CH2:10][CH2:9]1)[C:2]1[CH:7]=[CH:6][CH:5]=[CH:4][CH:3]=1, predict the reactants needed to synthesize it. The reactants are: [CH2:1]([N:8]1[CH2:13][CH2:12][CH:11]([N:14]2[CH2:18][CH:17]([C:19]3[CH:24]=[CH:23][CH:22]=[CH:21][CH:20]=3)[N:16]([CH3:25])[C:15]2=[O:26])[CH2:10][CH2:9]1)[C:2]1[CH:7]=[CH:6][CH:5]=[CH:4][CH:3]=1.I[C:28]1[CH:33]=[CH:32]C=[CH:30][CH:29]=1.C([O-])([O-])=O.[K+].[K+]. (8) Given the product [C:15]([CH2:14][CH2:13][C:12]([C:3]1[CH:4]=[C:5]([S:8]([NH2:11])(=[O:10])=[O:9])[CH:6]=[CH:7][C:2]=1[CH3:1])=[O:18])([OH:17])=[O:16], predict the reactants needed to synthesize it. The reactants are: [CH3:1][C:2]1[CH:3]=[CH:4][C:5]([S:8]([NH2:11])(=[O:10])=[O:9])=[CH:6][CH:7]=1.[C:12]1(=[O:18])[O:17][C:15](=[O:16])[CH2:14][CH2:13]1.C(N(C(C)C)CC)(C)C. (9) The reactants are: [OH-].[Na+].O1CCCC1.[C:8]([O:12][C:13]([NH:15][C@H:16]1[CH2:21][CH2:20][CH2:19][CH2:18][C@H:17]1[NH:22][C:23]1[C:32]([F:33])=[CH:31][C:26]([C:27]([O:29]C)=[O:28])=[C:25]([NH:34][C:35]2[C:44]3[C:39](=[CH:40][CH:41]=[CH:42][CH:43]=3)[CH:38]=[N:37][CH:36]=2)[N:24]=1)=[O:14])([CH3:11])([CH3:10])[CH3:9]. Given the product [C:8]([O:12][C:13]([NH:15][C@H:16]1[CH2:21][CH2:20][CH2:19][CH2:18][C@H:17]1[NH:22][C:23]1[C:32]([F:33])=[CH:31][C:26]([C:27]([OH:29])=[O:28])=[C:25]([NH:34][C:35]2[C:44]3[C:39](=[CH:40][CH:41]=[CH:42][CH:43]=3)[CH:38]=[N:37][CH:36]=2)[N:24]=1)=[O:14])([CH3:11])([CH3:9])[CH3:10], predict the reactants needed to synthesize it. (10) Given the product [CH3:29][C:30]1[NH:34][C:33]2[CH:35]=[CH:36][C:37]([NH:39][C:2]3[C:3]4[NH:19][N:18]=[CH:17][C:4]=4[N:5]=[C:6]([C:8]4[CH:9]=[C:10]5[NH:16][CH:15]=[CH:14][C:11]5=[N:12][CH:13]=4)[N:7]=3)=[CH:38][C:32]=2[N:31]=1, predict the reactants needed to synthesize it. The reactants are: Cl[C:2]1[C:3]2[C:4](=[CH:17][N:18](CC3C=CC(OC)=CC=3)[N:19]=2)[N:5]=[C:6]([C:8]2[CH:9]=[C:10]3[NH:16][CH:15]=[CH:14][C:11]3=[N:12][CH:13]=2)[N:7]=1.[CH3:29][C:30]1[NH:34][C:33]2[CH:35]=[CH:36][C:37]([NH2:39])=[CH:38][C:32]=2[N:31]=1.Cl.